From a dataset of Full USPTO retrosynthesis dataset with 1.9M reactions from patents (1976-2016). Predict the reactants needed to synthesize the given product. (1) Given the product [F:33][C:32]([F:34])([F:35])[C:23]1[CH:24]=[C:25]([C:28]([F:31])([F:29])[F:30])[CH:26]=[CH:27][C:22]=1[CH2:21][O:1][C:2]1[CH:11]=[C:10]2[C:5]([CH:6]=[C:7]([CH:12]=[O:13])[CH2:8][O:9]2)=[CH:4][CH:3]=1, predict the reactants needed to synthesize it. The reactants are: [OH:1][C:2]1[CH:11]=[C:10]2[C:5]([CH:6]=[C:7]([CH:12]=[O:13])[CH2:8][O:9]2)=[CH:4][CH:3]=1.C([O-])([O-])=O.[K+].[K+].Br[CH2:21][C:22]1[CH:27]=[CH:26][C:25]([C:28]([F:31])([F:30])[F:29])=[CH:24][C:23]=1[C:32]([F:35])([F:34])[F:33].O. (2) Given the product [CH2:37]([N:34]1[CH2:35][CH2:36][C@@H:32]([N:26]2[CH2:25][CH2:24][C:23]3[C:28](=[CH:29][CH:30]=[C:21]([C:3]4[CH:4]=[CH:5][C:6]([C:8]([O:10][CH3:11])=[O:9])=[CH:7][C:2]=4[F:1])[CH:22]=3)[C:27]2=[O:31])[CH2:33]1)[C:38]1[CH:43]=[CH:42][CH:41]=[CH:40][CH:39]=1, predict the reactants needed to synthesize it. The reactants are: [F:1][C:2]1[CH:7]=[C:6]([C:8]([O:10][CH3:11])=[O:9])[CH:5]=[CH:4][C:3]=1B(O)O.FC(F)(F)S(O[C:21]1[CH:22]=[C:23]2[C:28](=[CH:29][CH:30]=1)[C:27](=[O:31])[N:26]([C@@H:32]1[CH2:36][CH2:35][N:34]([CH2:37][C:38]3[CH:43]=[CH:42][CH:41]=[CH:40][CH:39]=3)[CH2:33]1)[CH2:25][CH2:24]2)(=O)=O. (3) Given the product [CH3:1][O:15][C:14](=[O:16])[C:13]1[C:17]([F:24])=[CH:18][CH:19]=[C:20]([N+:21]([O-:23])=[O:22])[C:12]=1[NH:11][CH:8]1[CH2:9][CH2:10]1, predict the reactants needed to synthesize it. The reactants are: [CH3:1][Si](C=[N+]=[N-])(C)C.[CH:8]1([NH:11][C:12]2[C:20]([N+:21]([O-:23])=[O:22])=[CH:19][CH:18]=[C:17]([F:24])[C:13]=2[C:14]([OH:16])=[O:15])[CH2:10][CH2:9]1. (4) Given the product [C:1]([O:5][C:6]([N:8]1[CH2:9][CH2:10][CH:11]([CH2:14][S:15]([C:16]2[CH:21]=[CH:20][CH:19]=[CH:18][C:17]=2[F:22])=[O:31])[CH2:12][CH2:13]1)=[O:7])([CH3:4])([CH3:2])[CH3:3], predict the reactants needed to synthesize it. The reactants are: [C:1]([O:5][C:6]([N:8]1[CH2:13][CH2:12][CH:11]([CH2:14][S:15][C:16]2[CH:21]=[CH:20][CH:19]=[CH:18][C:17]=2[F:22])[CH2:10][CH2:9]1)=[O:7])([CH3:4])([CH3:3])[CH3:2].ClC1C=CC=C(C(OO)=[O:31])C=1.S([O-])([O-])(=O)=S.[Na+].[Na+].C(OCC)(=O)C. (5) Given the product [CH3:30][S:27]([C:25]1[N:24]=[C:23]([NH2:31])[CH:22]=[C:21]([C:17]2[CH:18]=[CH:19][N:4]=[CH:5][CH:6]=2)[N:26]=1)(=[O:28])=[O:29], predict the reactants needed to synthesize it. The reactants are: CSC1N=C(N)[CH:6]=[C:5](C2C=CN=CC=2)[N:4]=1.O1C=[CH:19][CH:18]=[C:17]1[C:21]1[N:26]=[C:25]([S:27]([CH3:30])(=[O:29])=[O:28])[N:24]=[C:23]([NH2:31])[CH:22]=1.